From a dataset of Catalyst prediction with 721,799 reactions and 888 catalyst types from USPTO. Predict which catalyst facilitates the given reaction. (1) Reactant: N[C:2]1[CH:7]=[CH:6][C:5]([Cl:8])=[CH:4][C:3]=1[C:9]([C:11]1[C:16]([F:17])=[CH:15][CH:14]=[CH:13][C:12]=1[F:18])=[O:10].N([O-])=O.[Na+].C(OC(C)C)(=O)C.[I-:30].[K+]. Product: [Cl:8][C:5]1[CH:6]=[CH:7][C:2]([I:30])=[C:3]([C:9]([C:11]2[C:16]([F:17])=[CH:15][CH:14]=[CH:13][C:12]=2[F:18])=[O:10])[CH:4]=1. The catalyst class is: 211. (2) Reactant: [NH2:1][C:2]1[CH:3]=[N:4][C:5]2[C:10]([C:11]=1[NH:12][CH2:13][C:14]([NH:17][S:18]([CH3:21])(=[O:20])=[O:19])([CH3:16])[CH3:15])=[CH:9][CH:8]=[C:7]([O:22][CH2:23][C:24]1[CH:29]=[CH:28][CH:27]=[CH:26][CH:25]=1)[CH:6]=2.C(N(CC)CC)C.[CH2:37]([O:39][CH2:40][C:41](Cl)=O)[CH3:38]. Product: [CH2:23]([O:22][C:7]1[CH:8]=[CH:9][C:10]2[C:11]3[N:12]([CH2:13][C:14]([NH:17][S:18]([CH3:21])(=[O:19])=[O:20])([CH3:16])[CH3:15])[C:38]([CH2:37][O:39][CH2:40][CH3:41])=[N:1][C:2]=3[CH:3]=[N:4][C:5]=2[CH:6]=1)[C:24]1[CH:25]=[CH:26][CH:27]=[CH:28][CH:29]=1. The catalyst class is: 4. (3) Reactant: [F:1][C:2]([F:26])([F:25])[CH2:3][CH2:4][C:5]([C:9]1[CH:10]=[CH:11][C:12]([C:15]2[CH:20]=[CH:19][C:18]([C:21]([F:24])([F:23])[F:22])=[CH:17][CH:16]=2)=[N:13][CH:14]=1)=[CH:6][O:7]C.O1CCCC1.Cl.[OH-].[Na+]. Product: [F:26][C:2]([F:1])([F:25])[CH2:3][CH2:4][CH:5]([C:9]1[CH:14]=[N:13][C:12]([C:15]2[CH:20]=[CH:19][C:18]([C:21]([F:22])([F:23])[F:24])=[CH:17][CH:16]=2)=[CH:11][CH:10]=1)[CH:6]=[O:7]. The catalyst class is: 27. (4) Reactant: Br[C:2]1[CH:7]=[CH:6][C:5]([CH2:8][N:9]2[C:13]([CH3:14])=[C:12]([C:15]([OH:17])=[O:16])[N:11]=[N:10]2)=[CH:4][CH:3]=1.[Cl:18][C:19]1[CH:24]=[CH:23][CH:22]=[CH:21][C:20]=1B(O)O.C(=O)([O-])[O-].[Na+].[Na+]. Product: [Cl:18][C:19]1[CH:24]=[CH:23][CH:22]=[CH:21][C:20]=1[C:2]1[CH:7]=[CH:6][C:5]([CH2:8][N:9]2[C:13]([CH3:14])=[C:12]([C:15]([OH:17])=[O:16])[N:11]=[N:10]2)=[CH:4][CH:3]=1. The catalyst class is: 104. (5) Reactant: [CH2:1]([O:3][C:4]([O:6][C:7]1[CH:8]=[C:9]([CH2:19][C@H:20]([NH:32]C(OC(C)(C)C)=O)[C:21]([O:23][C@H:24]([CH3:31])[C@H:25]([O:27][C:28](=[O:30])[CH3:29])[CH3:26])=[O:22])[CH:10]=[CH:11][C:12]=1[O:13][C:14]([O:16][CH2:17][CH3:18])=[O:15])=[O:5])[CH3:2].[ClH:40]. Product: [ClH:40].[NH2:32][C@@H:20]([CH2:19][C:9]1[CH:10]=[CH:11][C:12]([O:13][C:14]([O:16][CH2:17][CH3:18])=[O:15])=[C:7]([O:6][C:4]([O:3][CH2:1][CH3:2])=[O:5])[CH:8]=1)[C:21]([O:23][C@H:24]([CH3:31])[C@H:25]([O:27][C:28](=[O:30])[CH3:29])[CH3:26])=[O:22]. The catalyst class is: 12. (6) Reactant: [O:1]=[C:2]([CH3:9])[CH2:3][C:4]([O:6][CH2:7][CH3:8])=[O:5].O[CH2:11][N:12]1[C:20](=[O:21])[C:19]2[C:14](=[CH:15][CH:16]=[CH:17][CH:18]=2)[C:13]1=[O:22].B(F)(F)F.C([O-])(O)=O.[Na+]. Product: [O:22]=[C:13]1[C:14]2[C:19](=[CH:18][CH:17]=[CH:16][CH:15]=2)[C:20](=[O:21])[N:12]1[CH2:11][CH:3]([C:2](=[O:1])[CH3:9])[C:4]([O:6][CH2:7][CH3:8])=[O:5]. The catalyst class is: 27. (7) Reactant: [Br:1][C:2]1[CH:3]=[C:4]([C:10]([F:13])([F:12])[F:11])[C:5]([O:8][CH3:9])=[N:6][CH:7]=1.[Na].[CH3:15][O-].[Na+]. Product: [Br:1][C:2]1[CH:3]=[C:4]([C:10]([F:13])([F:11])[F:12])[C:5]([O:8][CH2:9][CH3:15])=[N:6][CH:7]=1. The catalyst class is: 8.